From a dataset of Forward reaction prediction with 1.9M reactions from USPTO patents (1976-2016). Predict the product of the given reaction. Given the reactants Br[C:2]1[C:11]2[C:6](=[CH:7][CH:8]=[CH:9][CH:10]=2)[C:5](=[O:12])[O:4][C:3]=1[CH:13]([OH:15])[CH3:14].CC1(C)C(C)(C)OB([C:24]2[S:28][C:27]([CH2:29][N:30]3[CH2:35][CH2:34][O:33][CH2:32][CH2:31]3)=[CH:26][CH:25]=2)O1.C([O-])([O-])=O.[Cs+].[Cs+], predict the reaction product. The product is: [OH:15][CH:13]([C:3]1[O:4][C:5](=[O:12])[C:6]2[C:11]([C:2]=1[C:24]1[S:28][C:27]([CH2:29][N:30]3[CH2:31][CH2:32][O:33][CH2:34][CH2:35]3)=[CH:26][CH:25]=1)=[CH:10][CH:9]=[CH:8][CH:7]=2)[CH3:14].